From a dataset of Catalyst prediction with 721,799 reactions and 888 catalyst types from USPTO. Predict which catalyst facilitates the given reaction. (1) Reactant: Cl[C:2]1[CH:7]=[CH:6][N:5]=[CH:4][C:3]=1[N+:8]([O-:10])=[O:9].[NH:11]1[CH2:15][CH2:14][C@@H:13]([NH:16][C:17](=[O:23])[O:18][C:19]([CH3:22])([CH3:21])[CH3:20])[CH2:12]1.CCN(C(C)C)C(C)C. Product: [N+:8]([C:3]1[CH:4]=[N:5][CH:6]=[CH:7][C:2]=1[N:11]1[CH2:15][CH2:14][C@@H:13]([NH:16][C:17](=[O:23])[O:18][C:19]([CH3:21])([CH3:20])[CH3:22])[CH2:12]1)([O-:10])=[O:9]. The catalyst class is: 14. (2) Product: [NH:28]1[CH2:29][CH2:30][N:26]=[C:27]1[C:31]1[CH:32]=[CH:33][C:34]([CH2:37][CH2:38][N:39]([CH3:40])[C:21]([C:19]2[S:20][C:16]([CH2:15][N:13]([S:10]([C:6]3[C:7]([CH3:9])=[CH:8][C:3]([O:2][CH3:1])=[CH:4][C:5]=3[CH3:25])(=[O:12])=[O:11])[CH3:14])=[N:17][N:18]=2)=[O:23])=[CH:35][CH:36]=1. Reactant: [CH3:1][O:2][C:3]1[CH:8]=[C:7]([CH3:9])[C:6]([S:10]([N:13]([CH2:15][C:16]2[S:20][C:19]([C:21]([O:23]C)=O)=[N:18][N:17]=2)[CH3:14])(=[O:12])=[O:11])=[C:5]([CH3:25])[CH:4]=1.[NH:26]1[CH2:30][CH2:29][N:28]=[C:27]1[C:31]1[CH:36]=[CH:35][C:34]([CH2:37][CH2:38][NH:39][CH3:40])=[CH:33][CH:32]=1.C[Al](C)C. The catalyst class is: 2. (3) Reactant: CS(O)(=O)=O.O=P12OP3(OP(OP(O3)(O1)=O)(=O)O2)=O.O=P12OP3(OP(OP(O3)(O1)=O)(=O)O2)=O.[F:34][C:35]1[CH:36]=[C:37]([CH2:42][CH2:43][CH2:44][C:45]([OH:47])=O)[CH:38]=[C:39]([F:41])[CH:40]=1. Product: [F:41][C:39]1[CH:38]=[C:37]2[C:36](=[C:35]([F:34])[CH:40]=1)[C:45](=[O:47])[CH2:44][CH2:43][CH2:42]2. The catalyst class is: 501. (4) Reactant: S(C1C=CC(C)=CC=1)(O[CH2:5][CH2:6][C:7]([F:10])([F:9])[F:8])(=O)=O.[OH:18][C:19]1[CH:20]=[C:21]([CH:24]=[CH:25][CH:26]=1)[CH:22]=[O:23].C([O-])([O-])=O.[K+].[K+]. Product: [F:8][C:7]([F:10])([F:9])[CH2:6][CH2:5][O:18][C:19]1[CH:20]=[C:21]([CH:24]=[CH:25][CH:26]=1)[CH:22]=[O:23]. The catalyst class is: 18. (5) Reactant: C(#N)C.[N:4]([C:7]1[CH:12]=[CH:11][C:10]([Cl:13])=[CH:9][C:8]=1[C:14]1[N:19]=[CH:18][N:17]=[C:16]([OH:20])[CH:15]=1)=[N+:5]=[N-:6].[CH3:21][C:22]([OH:26])([C:24]#[CH:25])[CH3:23].CCCCCC. Product: [Cl:13][C:10]1[CH:11]=[CH:12][C:7]([N:4]2[CH:25]=[C:24]([C:22]([OH:26])([CH3:23])[CH3:21])[N:6]=[N:5]2)=[C:8]([C:14]2[N:19]=[CH:18][N:17]=[C:16]([OH:20])[CH:15]=2)[CH:9]=1. The catalyst class is: 25. (6) The catalyst class is: 570. Product: [F:1][C:2]1[C:7]([F:8])=[C:6]([N+:9]([O-:11])=[O:10])[CH:5]=[CH:4][C:3]=1[OH:12]. Reactant: [F:1][C:2]1[C:7]([F:8])=[C:6]([N+:9]([O-:11])=[O:10])[CH:5]=[CH:4][C:3]=1[O:12]C. (7) Reactant: C[Al](C)C.CCCCCC.[CH2:11]([N:13]1[CH2:18][CH2:17][NH:16][CH2:15][CH2:14]1)[CH3:12].[Cl:19][C:20]1[CH:21]=[C:22]([NH:35][C:36]2[C:37]3[C:44]4[CH:45]=[CH:46][C:47](/[CH:49]=[CH:50]/[C:51]([O:53]C)=O)=[CH:48][C:43]=4[S:42][C:38]=3[N:39]=[CH:40][N:41]=2)[CH:23]=[CH:24][C:25]=1[O:26][CH2:27][C:28]1[CH:33]=[CH:32][CH:31]=[C:30]([F:34])[CH:29]=1.[NH4+].[Cl-]. Product: [Cl:19][C:20]1[CH:21]=[C:22]([NH:35][C:36]2[C:37]3[C:44]4[CH:45]=[CH:46][C:47](/[CH:49]=[CH:50]/[C:51]([N:16]5[CH2:17][CH2:18][N:13]([CH2:11][CH3:12])[CH2:14][CH2:15]5)=[O:53])=[CH:48][C:43]=4[S:42][C:38]=3[N:39]=[CH:40][N:41]=2)[CH:23]=[CH:24][C:25]=1[O:26][CH2:27][C:28]1[CH:33]=[CH:32][CH:31]=[C:30]([F:34])[CH:29]=1. The catalyst class is: 260.